From a dataset of Full USPTO retrosynthesis dataset with 1.9M reactions from patents (1976-2016). Predict the reactants needed to synthesize the given product. (1) Given the product [CH2:1]([O:8][C:9]1[CH:10]=[C:11]2[C:15](=[CH:16][C:17]=1[C:49]1[CH:54]=[N:53][C:52]([CH3:55])=[CH:51][CH:50]=1)[N:14]([CH:19]1[CH2:24][CH2:23][CH2:22][CH2:21][O:20]1)[N:13]=[CH:12]2)[C:2]1[CH:7]=[CH:6][CH:5]=[CH:4][CH:3]=1, predict the reactants needed to synthesize it. The reactants are: [CH2:1]([O:8][C:9]1[CH:10]=[C:11]2[C:15](=[CH:16][C:17]=1Br)[N:14]([CH:19]1[CH2:24][CH2:23][CH2:22][CH2:21][O:20]1)[N:13]=[CH:12]2)[C:2]1[CH:7]=[CH:6][CH:5]=[CH:4][CH:3]=1.B1(B2OC(C)(C)C(C)(C)O2)OC(C)(C)C(C)(C)O1.CC([O-])=O.[K+].Br[C:49]1[CH:50]=[CH:51][C:52]([CH3:55])=[N:53][CH:54]=1.C([O-])([O-])=O.[Cs+].[Cs+]. (2) Given the product [CH3:34][N:35]1[CH2:37][CH2:21][N:20]([CH2:19][C:18]2[CH:17]=[CH:27][C:28]([NH:30][C:9]([C:5]3[C:4]([N+:1]([O-:3])=[O:2])=[CH:8][NH:7][N:6]=3)=[O:11])=[CH:29][CH:24]=2)[CH2:22][CH2:36]1, predict the reactants needed to synthesize it. The reactants are: [N+:1]([C:4]1[C:5]([C:9]([OH:11])=O)=[N:6][NH:7][CH:8]=1)([O-:3])=[O:2].CCN=C=N[CH2:17][CH2:18][CH2:19][N:20]([CH3:22])[CH3:21].Cl.[CH:24]1C=C[C:27]2N(O)N=[N:30][C:28]=2[CH:29]=1.[CH3:34][N:35]([CH:37]=O)[CH3:36]. (3) Given the product [NH2:17][CH2:16][C:15]1[CH:18]=[CH:19][C:12]([N:7]([C:6]2[CH:9]=[CH:10][C:3]([O:2][CH3:1])=[CH:4][CH:5]=2)[CH3:8])=[CH:13][CH:14]=1, predict the reactants needed to synthesize it. The reactants are: [CH3:1][O:2][C:3]1[CH:10]=[CH:9][C:6]([NH:7][CH3:8])=[CH:5][CH:4]=1.F[C:12]1[CH:19]=[CH:18][C:15]([C:16]#[N:17])=[CH:14][CH:13]=1. (4) Given the product [Cl:19][C:16]1[CH:17]=[CH:18][C:13]([C:11]2[CH2:10][S:9][C:8](=[O:20])[N:7]([CH2:6][C:5]3[CH:21]=[C:22]4[C:2](=[CH:3][CH:4]=3)[NH:1][C:26](=[O:27])[CH:25]4[S:24][CH3:23])[N:12]=2)=[CH:14][CH:15]=1, predict the reactants needed to synthesize it. The reactants are: [NH2:1][C:2]1[CH:22]=[CH:21][C:5]([CH2:6][N:7]2[N:12]=[C:11]([C:13]3[CH:18]=[CH:17][C:16]([Cl:19])=[CH:15][CH:14]=3)[CH2:10][S:9][C:8]2=[O:20])=[CH:4][CH:3]=1.[CH3:23][S:24][CH2:25][C:26](OCC)=[O:27].C(OCl)(C)(C)C.C(N(CC)CC)C.Cl.[OH-].[Na+].